Dataset: Catalyst prediction with 721,799 reactions and 888 catalyst types from USPTO. Task: Predict which catalyst facilitates the given reaction. (1) Reactant: [C:1]([C:5]1[CH:6]=[C:7]([NH2:19])[N:8]([C:10]2[CH:15]=[CH:14][C:13]([N+:16]([O-:18])=[O:17])=[CH:12][CH:11]=2)[N:9]=1)([CH3:4])([CH3:3])[CH3:2].C1N=CN([C:25]([N:27]2C=N[CH:29]=[CH:28]2)=[O:26])C=1.[N:32]1[CH:37]=[CH:36][C:35]([O:38][C:39]2[CH:44]=CC(N)=[CH:41][CH:40]=2)=[CH:34][CH:33]=1. Product: [C:1]([C:5]1[CH:6]=[C:7]([NH:19][C:25]([NH:27][C:28]2[CH:29]=[CH:44][C:39]([O:38][C:35]3[CH:36]=[CH:37][N:32]=[CH:33][CH:34]=3)=[CH:40][CH:41]=2)=[O:26])[N:8]([C:10]2[CH:15]=[CH:14][C:13]([N+:16]([O-:18])=[O:17])=[CH:12][CH:11]=2)[N:9]=1)([CH3:4])([CH3:2])[CH3:3]. The catalyst class is: 26. (2) Reactant: [Br:1][C:2]1[CH:7]=[CH:6][CH:5]=[CH:4][C:3]=1[C:8]1[N:9]([CH:19]2[CH2:24][CH2:23][O:22][CH2:21][CH2:20]2)[C:10]2[C:15]([N:16]=1)=[C:14](Cl)[N:13]=[C:12]([CH3:18])[N:11]=2.[CH3:25][N:26]1[CH2:31][CH2:30][NH:29][CH2:28][CH2:27]1.C(N(CC)CC)C. Product: [Br:1][C:2]1[CH:7]=[CH:6][CH:5]=[CH:4][C:3]=1[C:8]1[N:9]([CH:19]2[CH2:24][CH2:23][O:22][CH2:21][CH2:20]2)[C:10]2[C:15]([N:16]=1)=[C:14]([N:29]1[CH2:30][CH2:31][N:26]([CH3:25])[CH2:27][CH2:28]1)[N:13]=[C:12]([CH3:18])[N:11]=2. The catalyst class is: 8. (3) Reactant: ON1C2C=CC=CC=2N=N1.[NH2:11][CH2:12][CH2:13][C:14]1[C:22]2[C:17](=[CH:18][CH:19]=[CH:20][CH:21]=2)[NH:16][CH:15]=1.CN1CCOCC1.Cl.[CH3:31][N:32]([CH3:50])[C:33]1([C:43]2[CH:48]=[CH:47][C:46]([F:49])=[CH:45][CH:44]=2)[CH2:38][CH2:37][C:36](=[CH:39][C:40](O)=[O:41])[CH2:35][CH2:34]1.C1(N=C=NC2CCCCC2)CCCCC1.[OH-].[Na+]. Product: [CH3:50][N:32]([CH3:31])[C:33]1([C:43]2[CH:44]=[CH:45][C:46]([F:49])=[CH:47][CH:48]=2)[CH2:38][CH2:37][C:36](=[CH:39][C:40]([NH:11][CH2:12][CH2:13][C:14]2[C:22]3[C:17](=[CH:18][CH:19]=[CH:20][CH:21]=3)[NH:16][CH:15]=2)=[O:41])[CH2:35][CH2:34]1. The catalyst class is: 145. (4) Reactant: [Cl:1][S:2]([C:5]1[CH:6]=[C:7]([CH:11]=[CH:12][C:13]=1[CH3:14])[C:8]([OH:10])=[O:9])(=[O:4])=[O:3].[C:15]1([CH3:27])[CH:20]=[CH:19][C:18]([S:21]([CH2:24][CH2:25]O)(=[O:23])=[O:22])=[CH:17][CH:16]=1. Product: [C:15]1([CH3:27])[CH:20]=[CH:19][C:18]([S:21]([CH2:24][CH2:25][O:9][C:8](=[O:10])[C:7]2[CH:11]=[CH:12][C:13]([CH3:14])=[C:5]([S:2]([Cl:1])(=[O:4])=[O:3])[CH:6]=2)(=[O:23])=[O:22])=[CH:17][CH:16]=1. The catalyst class is: 820. (5) Reactant: [F:1][C:2]1[CH:3]=[C:4]([CH:6]=[C:7]([F:9])[CH:8]=1)[NH2:5].[Cl:10][CH2:11][C:12](Cl)=[O:13].O.C(OCC)(=O)C. Product: [Cl:10][CH2:11][C:12]([NH:5][C:4]1[CH:3]=[C:2]([F:1])[CH:8]=[C:7]([F:9])[CH:6]=1)=[O:13]. The catalyst class is: 11. (6) Reactant: [CH3:1][C:2]1([CH3:28])[CH2:7][CH:6]([NH:8][C:9]2[N:14]=[C:13]([N:15]3[C:23]4[C:18](=[CH:19][CH:20]=[CH:21][CH:22]=4)[C:17]([C:24]#[N:25])=[CH:16]3)[CH:12]=[CH:11][N:10]=2)[CH2:5][C:4]([CH3:27])([CH3:26])[NH:3]1.[OH-:29].[Na+].OO.O. Product: [CH3:1][C:2]1([CH3:28])[CH2:7][CH:6]([NH:8][C:9]2[N:14]=[C:13]([N:15]3[C:23]4[C:18](=[CH:19][CH:20]=[CH:21][CH:22]=4)[C:17]([C:24]([NH2:25])=[O:29])=[CH:16]3)[CH:12]=[CH:11][N:10]=2)[CH2:5][C:4]([CH3:27])([CH3:26])[NH:3]1. The catalyst class is: 863.